Predict the product of the given reaction. From a dataset of Forward reaction prediction with 1.9M reactions from USPTO patents (1976-2016). Given the reactants [Cl:1][C:2]1[CH:3]=[C:4]([CH2:8][C:9]([NH:11][C@H:12]([C:14]([OH:16])=[O:15])[CH3:13])=[O:10])[CH:5]=[CH:6][CH:7]=1.[S:17]1[CH:21]=[CH:20][CH:19]=[C:18]1[CH2:22]O, predict the reaction product. The product is: [S:17]1[CH:21]=[CH:20][CH:19]=[C:18]1[CH2:22][O:15][C:14](=[O:16])[C@H:12]([CH3:13])[NH:11][C:9](=[O:10])[CH2:8][C:4]1[CH:5]=[CH:6][CH:7]=[C:2]([Cl:1])[CH:3]=1.